Dataset: Reaction yield outcomes from USPTO patents with 853,638 reactions. Task: Predict the reaction yield, written as a fraction of the theoretical maximum amount of product (1.0 means a 100% yield; for example, 0.34 means a 34% yield). (1) The reactants are Br[C:2]1[C:3]([F:19])=[CH:4][C:5]2[O:11][CH2:10][CH2:9][N:8]3[CH:12]=[C:13]([C:15]([NH2:17])=[O:16])[N:14]=[C:7]3[C:6]=2[CH:18]=1.[CH3:20][C:21]([OH:26])([C:24]#[CH:25])[CH2:22][OH:23]. No catalyst specified. The product is [OH:26][C:21]([CH3:20])([CH2:22][OH:23])[C:24]#[C:25][C:2]1[C:3]([F:19])=[CH:4][C:5]2[O:11][CH2:10][CH2:9][N:8]3[CH:12]=[C:13]([C:15]([NH2:17])=[O:16])[N:14]=[C:7]3[C:6]=2[CH:18]=1. The yield is 0.150. (2) The catalyst is C(Cl)Cl. The yield is 0.960. The product is [Br:30][C:5]1[S:4][C:3]([C:7]2[N:11]3[N:12]=[C:13]([CH3:21])[CH:14]=[C:15]([CH:16]([CH2:17][CH3:18])[CH2:19][CH3:20])[C:10]3=[N:9][C:8]=2[CH3:22])=[C:2]([Cl:1])[CH:6]=1. The reactants are [Cl:1][C:2]1[CH:6]=[CH:5][S:4][C:3]=1[C:7]1[N:11]2[N:12]=[C:13]([CH3:21])[CH:14]=[C:15]([CH:16]([CH2:19][CH3:20])[CH2:17][CH3:18])[C:10]2=[N:9][C:8]=1[CH3:22].C1C(=O)N([Br:30])C(=O)C1. (3) The reactants are [N+]([O-])(O)=O.[CH3:5][C:6]1[NH:11][C:10](=[O:12])[NH:9][CH:8]([C:13]2[CH:18]=[CH:17][C:16]([CH3:19])=[CH:15][CH:14]=2)[C:7]=1[C:20]([O:22][CH2:23][CH3:24])=[O:21].C(=O)([O-])[O-].[K+].[K+]. The catalyst is O. The product is [CH3:5][C:6]1[NH:11][C:10](=[O:12])[N:9]=[C:8]([C:13]2[CH:18]=[CH:17][C:16]([CH3:19])=[CH:15][CH:14]=2)[C:7]=1[C:20]([O:22][CH2:23][CH3:24])=[O:21]. The yield is 0.600. (4) The reactants are F[C:2]1[CH:7]=[CH:6][C:5]([Cl:8])=[CH:4][C:3]=1[N+:9]([O-:11])=[O:10].[C:12]([NH:15][C:16]1[CH:21]=[CH:20][C:19]([OH:22])=[CH:18][CH:17]=1)(=[O:14])[CH3:13].C(=O)([O-])[O-].[Cs+].[Cs+]. The catalyst is CS(C)=O.C(OCC)(=O)C. The product is [Cl:8][C:5]1[CH:6]=[CH:7][C:2]([O:22][C:19]2[CH:18]=[CH:17][C:16]([NH:15][C:12](=[O:14])[CH3:13])=[CH:21][CH:20]=2)=[C:3]([N+:9]([O-:11])=[O:10])[CH:4]=1. The yield is 0.810. (5) The reactants are [ClH:1].O1CCOCC1.OC(C(F)(F)F)=O.[C:15]1([C:21]2[O:25][C:24]([C:26]([N:28]3[CH2:33][CH2:32][N:31](C(OC(C)(C)C)=O)[CH2:30][CH:29]3[CH2:41][O:42][C:43]3[CH:44]=[N:45][CH:46]=[CH:47][CH:48]=3)=[O:27])=[CH:23][CH:22]=2)[CH:20]=[CH:19][CH:18]=[CH:17][CH:16]=1. No catalyst specified. The product is [ClH:1].[ClH:1].[C:15]1([C:21]2[O:25][C:24]([C:26]([N:28]3[CH2:33][CH2:32][NH:31][CH2:30][CH:29]3[CH2:41][O:42][C:43]3[CH:44]=[N:45][CH:46]=[CH:47][CH:48]=3)=[O:27])=[CH:23][CH:22]=2)[CH:16]=[CH:17][CH:18]=[CH:19][CH:20]=1. The yield is 0.890.